From a dataset of Forward reaction prediction with 1.9M reactions from USPTO patents (1976-2016). Predict the product of the given reaction. (1) Given the reactants [NH2:1][C:2]1[C:31](I)=[CH:30][C:5]([CH2:6][C@H:7]2[C@H:15]3[C@@H:11]([N:12]([CH2:17][C:18]4[CH:23]=[CH:22][CH:21]=[C:20]([C:24]([CH3:27])([CH3:26])[CH3:25])[CH:19]=4)[C:13](=[O:16])[O:14]3)[CH2:10][S:9](=[O:29])(=[O:28])[CH2:8]2)=[CH:4][C:3]=1[F:33].[CH:34]1(B(O)O)[CH2:36][CH2:35]1.O.P([O-])([O-])([O-])=O.[K+].[K+].[K+], predict the reaction product. The product is: [NH2:1][C:2]1[C:3]([F:33])=[CH:4][C:5]([CH2:6][C@H:7]2[C@H:15]3[C@@H:11]([N:12]([CH2:17][C:18]4[CH:23]=[CH:22][CH:21]=[C:20]([C:24]([CH3:27])([CH3:26])[CH3:25])[CH:19]=4)[C:13](=[O:16])[O:14]3)[CH2:10][S:9](=[O:29])(=[O:28])[CH2:8]2)=[CH:30][C:31]=1[CH:34]1[CH2:36][CH2:35]1. (2) Given the reactants [C:1]([O:5][C:6](=[O:11])[NH:7][CH2:8][CH2:9]Br)([CH3:4])([CH3:3])[CH3:2].[CH2:12]([O:14][C:15](=[O:28])[CH2:16][CH:17]1[CH2:26][CH2:25][C:24]2[C:19](=[CH:20][CH:21]=[C:22]([OH:27])[CH:23]=2)[CH2:18]1)[CH3:13], predict the reaction product. The product is: [CH2:12]([O:14][C:15](=[O:28])[CH2:16][CH:17]1[CH2:26][CH2:25][C:24]2[C:19](=[CH:20][CH:21]=[C:22]([O:27][CH2:9][CH2:8][NH:7][C:6]([O:5][C:1]([CH3:4])([CH3:3])[CH3:2])=[O:11])[CH:23]=2)[CH2:18]1)[CH3:13]. (3) Given the reactants [OH-].[K+].[CH3:3][N:4]([CH3:19])[CH2:5][CH2:6][O:7][C:8]1[CH:12]=[C:11]([C:13]([O:15]CC)=[O:14])[N:10]([CH3:18])[N:9]=1.Cl, predict the reaction product. The product is: [CH3:3][N:4]([CH3:19])[CH2:5][CH2:6][O:7][C:8]1[CH:12]=[C:11]([C:13]([OH:15])=[O:14])[N:10]([CH3:18])[N:9]=1. (4) The product is: [O:16]=[C:14]1[C:5]2[C:4](=[CH:9][C:8]([C:10]([OH:12])=[O:11])=[CH:7][CH:6]=2)[NH:1][C:2](=[S:3])[N:24]1[CH2:23][C:19]1[S:18][CH:22]=[CH:21][N:20]=1. Given the reactants [N:1]([C:4]1[CH:9]=[C:8]([C:10]([O:12]C)=[O:11])[CH:7]=[CH:6][C:5]=1[C:14]([O:16]C)=O)=[C:2]=[S:3].[S:18]1[CH:22]=[CH:21][N:20]=[C:19]1[CH2:23][NH2:24].[OH-].[Na+].Cl, predict the reaction product. (5) Given the reactants [CH2:1]([C@H:8]1[C@@H:14]([N:15](CC2C=CC=CC=2)CC2C=CC=CC=2)[C:13](=[O:30])[NH:12][C:11]2[CH:31]=[C:32]([F:35])[CH:33]=[CH:34][C:10]=2[O:9]1)[C:2]1[CH:7]=[CH:6][CH:5]=[CH:4][CH:3]=1, predict the reaction product. The product is: [NH2:15][C@H:14]1[C:13](=[O:30])[NH:12][C:11]2[CH:31]=[C:32]([F:35])[CH:33]=[CH:34][C:10]=2[O:9][C@H:8]1[CH2:1][C:2]1[CH:3]=[CH:4][CH:5]=[CH:6][CH:7]=1.